From a dataset of Catalyst prediction with 721,799 reactions and 888 catalyst types from USPTO. Predict which catalyst facilitates the given reaction. Reactant: [CH2:1]([N:8]1[C:13](=[O:14])[CH:12]=[C:11]2[S:15][C:16]([C:18]([OH:20])=[O:19])=[CH:17][N:10]2[C:9]1=[O:21])[C:2]1[CH:7]=[CH:6][CH:5]=[CH:4][CH:3]=1.[N:22]1[CH:27]=[CH:26][C:25]([CH2:28]O)=N[CH:23]=1.[CH:30]1(N=C=NC2CCCCC2)CCCCC1.[ClH:45].CCOCC. Product: [ClH:45].[N:22]1[CH:27]=[CH:26][C:25]([CH2:28][O:19][C:18]([C:16]2[S:15][C:11]3[N:10]([C:9](=[O:21])[N:8]([CH2:1][C:2]4[CH:7]=[CH:6][CH:5]=[CH:4][CH:3]=4)[C:13](=[O:14])[CH:12]=3)[CH:17]=2)=[O:20])=[CH:30][CH:23]=1. The catalyst class is: 119.